This data is from Forward reaction prediction with 1.9M reactions from USPTO patents (1976-2016). The task is: Predict the product of the given reaction. (1) Given the reactants [Br:1][C:2]1[CH:3]=[C:4]([CH:8]=[C:9]([OH:11])[CH:10]=1)[C:5]([OH:7])=[O:6].[C:12](Cl)(C)=O, predict the reaction product. The product is: [Br:1][C:2]1[CH:3]=[C:4]([CH:8]=[C:9]([OH:11])[CH:10]=1)[C:5]([O:7][CH3:12])=[O:6]. (2) Given the reactants [CH2:1]([O:3][C:4]1[NH:5][C:6]([C:9]2[C:10]([CH2:34][CH3:35])=[CH:11][C:12]([CH2:32][CH3:33])=[C:13]([CH:31]=2)[C:14]([N:16]2[CH2:21][CH2:20][CH:19]([C:22]3[CH:30]=[CH:29][C:25]([C:26]([NH2:28])=O)=[CH:24][CH:23]=3)[CH2:18][CH2:17]2)=[O:15])=[N:7][N:8]=1)[CH3:2].C(N(CC)CC)C.O(C(C(F)(F)F)=O)C(C(F)(F)F)=O, predict the reaction product. The product is: [CH2:1]([O:3][C:4]1[NH:5][C:6]([C:9]2[C:10]([CH2:34][CH3:35])=[CH:11][C:12]([CH2:32][CH3:33])=[C:13]([CH:31]=2)[C:14]([N:16]2[CH2:21][CH2:20][CH:19]([C:22]3[CH:23]=[CH:24][C:25]([C:26]#[N:28])=[CH:29][CH:30]=3)[CH2:18][CH2:17]2)=[O:15])=[N:7][N:8]=1)[CH3:2].